The task is: Predict the product of the given reaction.. This data is from Forward reaction prediction with 1.9M reactions from USPTO patents (1976-2016). (1) The product is: [I:14][C:6]1[C:5]([O:2][CH3:1])=[N:13][CH:12]=[CH:11][C:7]=1[C:8]([OH:10])=[O:9]. Given the reactants [CH3:1][O-:2].[Na+].Br[C:5]1[C:6]([I:14])=[C:7]([CH:11]=[CH:12][N:13]=1)[C:8]([OH:10])=[O:9].Cl, predict the reaction product. (2) The product is: [Br:1][C:2]1[NH:6][C:5]2[CH:14]=[C:15]([C:17]([O:19][CH3:20])=[O:18])[S:16][C:4]=2[C:3]=1[CH:21]1[CH2:26][CH2:25][CH2:24][CH2:23][CH2:22]1. Given the reactants [Br:1][C:2]1[N:6](C(OC(C)(C)C)=O)[C:5]2[CH:14]=[C:15]([C:17]([O:19][CH3:20])=[O:18])[S:16][C:4]=2[C:3]=1[CH:21]1[CH2:26][CH2:25][CH2:24][CH2:23][CH2:22]1.FC(F)(F)C(O)=O, predict the reaction product. (3) Given the reactants [NH2:1][CH2:2][C:3]1[CH:8]=[N:7][CH:6]=[CH:5][N:4]=1.C(N(C(C)C)CC)(C)C.[Cl:18][C:19]1[C:20](=[O:31])[C:21]2[C:26]([C:27](=[O:30])[C:28]=1Cl)=[CH:25][CH:24]=[CH:23][CH:22]=2.O, predict the reaction product. The product is: [Cl:18][C:19]1[C:20](=[O:31])[C:21]2[C:26]([C:27](=[O:30])[C:28]=1[NH:1][CH2:2][C:3]1[CH:8]=[N:7][CH:6]=[CH:5][N:4]=1)=[CH:25][CH:24]=[CH:23][CH:22]=2. (4) Given the reactants [C:1]([C:5]1[CH:9]=[C:8]([NH:10][C:11]([NH:13][C:14]2[C:23]3[C:18](=[CH:19][CH:20]=[CH:21][CH:22]=3)[C:17]([O:24][C:25]3[CH:30]=[CH:29][N:28]=[C:27](Cl)[N:26]=3)=[CH:16][CH:15]=2)=[O:12])[N:7]([C:32]2[CH:37]=[CH:36][C:35]([CH3:38])=[CH:34][CH:33]=2)[N:6]=1)([CH3:4])([CH3:3])[CH3:2].[CH3:39][O:40][C:41]1[CH:42]=[C:43]([CH:45]=[C:46]([S:48]([CH2:51][CH2:52][CH2:53][N:54]2[CH2:59][CH2:58][O:57][CH2:56][CH2:55]2)(=[O:50])=[O:49])[CH:47]=1)[NH2:44].C([O-])(O)=O.[Na+], predict the reaction product. The product is: [C:1]([C:5]1[CH:9]=[C:8]([NH:10][C:11]([NH:13][C:14]2[C:23]3[C:18](=[CH:19][CH:20]=[CH:21][CH:22]=3)[C:17]([O:24][C:25]3[CH:30]=[CH:29][N:28]=[C:27]([NH:44][C:43]4[CH:45]=[C:46]([S:48]([CH2:51][CH2:52][CH2:53][N:54]5[CH2:59][CH2:58][O:57][CH2:56][CH2:55]5)(=[O:49])=[O:50])[CH:47]=[C:41]([O:40][CH3:39])[CH:42]=4)[N:26]=3)=[CH:16][CH:15]=2)=[O:12])[N:7]([C:32]2[CH:37]=[CH:36][C:35]([CH3:38])=[CH:34][CH:33]=2)[N:6]=1)([CH3:4])([CH3:3])[CH3:2]. (5) The product is: [NH2:17][CH:13]([C:10]([C:3]1[C:4]2[C:9](=[CH:8][CH:7]=[CH:6][CH:5]=2)[NH:1][CH:2]=1)([CH3:11])[CH3:12])[C:14]([OH:19])=[O:20]. Given the reactants [NH:1]1[C:9]2[C:4](=[CH:5][CH:6]=[CH:7][CH:8]=2)[C:3]([C:10]([CH:13]2[NH:17]C(=O)N[C:14]2=[O:19])([CH3:12])[CH3:11])=[CH:2]1.[OH-:20].[Na+], predict the reaction product. (6) Given the reactants [C:1]1(B(O)O)[CH:6]=[CH:5][CH:4]=[CH:3][CH:2]=1.[NH2:10][C:11]1[N:12]=[CH:13][C:14]([C:21]2[CH:22]=[N:23][N:24]([CH:26]3[CH2:31][CH2:30][N:29]([C:32]([O:34][C:35]([CH3:38])([CH3:37])[CH3:36])=[O:33])[CH2:28][CH2:27]3)[CH:25]=2)=[C:15]2[C:19]([Cl:20])=[CH:18][O:17][C:16]=12.C(=O)([O-])[O-].[K+].[K+], predict the reaction product. The product is: [NH2:10][C:11]1[N:12]=[CH:13][C:14]([C:21]2[CH:22]=[N:23][N:24]([CH:26]3[CH2:27][CH2:28][N:29]([C:32]([O:34][C:35]([CH3:38])([CH3:37])[CH3:36])=[O:33])[CH2:30][CH2:31]3)[CH:25]=2)=[C:15]2[C:19]([Cl:20])=[C:18]([C:1]3[CH:6]=[CH:5][CH:4]=[CH:3][CH:2]=3)[O:17][C:16]=12.